Dataset: Experimentally validated miRNA-target interactions with 360,000+ pairs, plus equal number of negative samples. Task: Binary Classification. Given a miRNA mature sequence and a target amino acid sequence, predict their likelihood of interaction. (1) The miRNA is hsa-miR-2114-3p with sequence CGAGCCUCAAGCAAGGGACUU. The protein sequence of the target gene is MFTLTGCRLVEKTQKVENPSVSFASSFPLIPLLLRGKSVQKKQAESKSQIKLHTQSAPFGLCPKDMMLTQAPSSVVRSRNSRNHTVNSGGSCLSASTVAIPAINDSSAAMSACSTISAQPASSMDTQMHSPKKQERVNKRVIWGIEVAEELHWKGWELGKETTRNLVLKNRSLKLQKMKYRPPKTKFFFTVIPQPIFLSPGITLTLPIVFRPLEAKEYMDQLWFEKAEGMFCVGLRATLPCHRLICRPPSLQLPMCAVGDTTEAFFCLDNVGDLPTFFTWEFSSPFQMLPATGLLEPGQA.... Result: 1 (interaction). (2) The miRNA is hsa-miR-496 with sequence UGAGUAUUACAUGGCCAAUCUC. The protein sequence of the target gene is MAEGGEREELLSPPPISPAKRLCSWPSPQAHHPRGTPGAAGGGAGGGGGGCLAPGARPHLQPESLLDCAAKTVAEKWAYERVEERFERIPEPVQRRIVYWSFPRNEREICMYSSFQYRGGPGAGAAAGAAGASPVEEGPPPPPGAAAPAGSAPGAAGAGSSPGLGAGTGTASGGCGGGEGLPFRRGIRLLDSGSVENVLQVGFHLSGTVTEPAMASEPAVTYKVAISFDRCKITSVSCGCGNKDIFYCAHVVALSLYRIRKPDQVKLRLPISETLFQMNRDQLQKFIQYLITAHHTEVLP.... Result: 0 (no interaction).